This data is from Peptide-MHC class I binding affinity with 185,985 pairs from IEDB/IMGT. The task is: Regression. Given a peptide amino acid sequence and an MHC pseudo amino acid sequence, predict their binding affinity value. This is MHC class I binding data. (1) The MHC is HLA-A11:01 with pseudo-sequence HLA-A11:01. The binding affinity (normalized) is 1.00. The peptide sequence is YTFFSYLMK. (2) The binding affinity (normalized) is 0.0364. The peptide sequence is VQLPKRGVRV. The MHC is HLA-A02:02 with pseudo-sequence HLA-A02:02. (3) The peptide sequence is RVRPKKEVL. The MHC is HLA-B44:02 with pseudo-sequence HLA-B44:02. The binding affinity (normalized) is 0.0847. (4) The peptide sequence is FMMSRRRLL. The MHC is HLA-A29:02 with pseudo-sequence HLA-A29:02. The binding affinity (normalized) is 0.272. (5) The peptide sequence is CFKEASFSKR. The MHC is HLA-A68:01 with pseudo-sequence HLA-A68:01. The binding affinity (normalized) is 0.316. (6) The peptide sequence is AEDMLNPNY. The MHC is HLA-A11:01 with pseudo-sequence HLA-A11:01. The binding affinity (normalized) is 0.0847. (7) The peptide sequence is NSMNVAVIDK. The MHC is HLA-A33:01 with pseudo-sequence HLA-A33:01. The binding affinity (normalized) is 0.0784.